Dataset: Reaction yield outcomes from USPTO patents with 853,638 reactions. Task: Predict the reaction yield, written as a fraction of the theoretical maximum amount of product (1.0 means a 100% yield; for example, 0.34 means a 34% yield). (1) The reactants are [Cl:1][C:2]1[CH:23]=[CH:22][C:5]([CH2:6][N:7]2[CH:12]=[C:11]([C:13]3[CH:18]=[CH:17][C:16]([CH2:19]O)=[CH:15][CH:14]=3)[CH:10]=[CH:9][C:8]2=[O:21])=[CH:4][CH:3]=1.C1C(=O)N([Br:31])C(=O)C1.C1C=CC(P(C2C=CC=CC=2)C2C=CC=CC=2)=CC=1. The catalyst is C1COCC1. The product is [Cl:1][C:2]1[CH:23]=[CH:22][C:5]([CH2:6][N:7]2[CH:12]=[C:11]([C:13]3[CH:18]=[CH:17][C:16]([CH2:19][Br:31])=[CH:15][CH:14]=3)[CH:10]=[CH:9][C:8]2=[O:21])=[CH:4][CH:3]=1. The yield is 0.670. (2) No catalyst specified. The yield is 0.790. The reactants are [CH3:1][O:2][C:3]1[CH:8]=[CH:7][CH:6]=[CH:5][C:4]=1[OH:9].[C:10]1(=O)[O:15][C:13](=[O:14])[C:12]2=[CH:16][CH:17]=[CH:18][CH:19]=[C:11]12. The product is [OH:9][C:4]1[CH:5]=[CH:6][C:7]([C:10]2([C:7]3[CH:6]=[CH:5][C:4]([OH:9])=[C:3]([O:2][CH3:1])[CH:8]=3)[C:11]3[C:12](=[CH:16][CH:17]=[CH:18][CH:19]=3)[C:13](=[O:14])[O:15]2)=[CH:8][C:3]=1[O:2][CH3:1].